This data is from Reaction yield outcomes from USPTO patents with 853,638 reactions. The task is: Predict the reaction yield, written as a fraction of the theoretical maximum amount of product (1.0 means a 100% yield; for example, 0.34 means a 34% yield). (1) The reactants are C(O[C:4]([C:6]1[N:7]2[CH:13]=[C:12]([C:14]3[CH:19]=[CH:18][CH:17]=[CH:16][C:15]=3[N+:20]([O-:22])=[O:21])[N:11]=[C:8]2[S:9][CH:10]=1)=O)C.[OH-:23].[Na+].C1[CH2:29][O:28]CC1.O. No catalyst specified. The product is [N+:20]([C:15]1[CH:16]=[CH:17][CH:18]=[CH:19][C:14]=1[C:12]1[N:11]=[C:8]2[N:7]([CH:13]=1)[C:6]([CH2:4][C:29]([OH:28])=[O:23])=[CH:10][S:9]2)([O-:22])=[O:21]. The yield is 0.990. (2) The reactants are [CH:1]1([CH:7]([C:9]2[C:10]([CH3:24])=[N:11][N:12]([C:14]3[CH:19]=[CH:18][C:17]([C:20]([F:23])([F:22])[F:21])=[CH:16][CH:15]=3)[CH:13]=2)O)[CH2:6][CH2:5][CH2:4][CH2:3][CH2:2]1.[NH2:25][C:26]1[CH:31]=[CH:30][C:29]([C:32]([N:34]([CH3:42])[CH2:35][CH2:36][C:37]([O:39]CC)=[O:38])=[O:33])=[CH:28][CH:27]=1. No catalyst specified. The product is [CH:1]1([CH:7]([NH:25][C:26]2[CH:27]=[CH:28][C:29]([C:32]([N:34]([CH3:42])[CH2:35][CH2:36][C:37]([OH:39])=[O:38])=[O:33])=[CH:30][CH:31]=2)[C:9]2[C:10]([CH3:24])=[N:11][N:12]([C:14]3[CH:19]=[CH:18][C:17]([C:20]([F:23])([F:22])[F:21])=[CH:16][CH:15]=3)[CH:13]=2)[CH2:6][CH2:5][CH2:4][CH2:3][CH2:2]1. The yield is 0.350. (3) The reactants are [Cl:1][C:2]1[CH:7]=[C:6]([O:8][C:9]2[CH:10]=[N:11][C:12]([N+:15]([O-])=O)=[CH:13][CH:14]=2)[CH:5]=[CH:4][N:3]=1. The catalyst is CO.[Ni]. The product is [Cl:1][C:2]1[CH:7]=[C:6]([O:8][C:9]2[CH:14]=[CH:13][C:12]([NH2:15])=[N:11][CH:10]=2)[CH:5]=[CH:4][N:3]=1. The yield is 1.05. (4) The reactants are [Cl:1][CH2:2][CH2:3][CH2:4][O:5][C:6]1[C:11]([F:12])=[CH:10][C:9]([C:13](=O)[CH3:14])=[CH:8][C:7]=1[F:16].O.[C:18]([OH:22])(=O)[CH:19]=O.O.[NH2:24][NH2:25]. The catalyst is C(O)(=O)C. The product is [Cl:1][CH2:2][CH2:3][CH2:4][O:5][C:6]1[C:11]([F:12])=[CH:10][C:9]([C:13]2[CH:14]=[CH:19][C:18](=[O:22])[NH:24][N:25]=2)=[CH:8][C:7]=1[F:16]. The yield is 0.590. (5) The reactants are Cl[C:2]1[CH:7]=[CH:6][C:5]([N+:8]([O-:10])=[O:9])=[C:4]([O:11][CH3:12])[CH:3]=1.[N:13]1[CH:18]=[CH:17][C:16](B(O)O)=[CH:15][CH:14]=1.C([O-])([O-])=O.[Na+].[Na+]. The catalyst is O1CCOCC1.Cl[Pd](Cl)([P](C1C=CC=CC=1)(C1C=CC=CC=1)C1C=CC=CC=1)[P](C1C=CC=CC=1)(C1C=CC=CC=1)C1C=CC=CC=1. The product is [CH3:12][O:11][C:4]1[CH:3]=[C:2]([C:16]2[CH:17]=[CH:18][N:13]=[CH:14][CH:15]=2)[CH:7]=[CH:6][C:5]=1[N+:8]([O-:10])=[O:9]. The yield is 0.800. (6) The reactants are [CH:1]1([C:7]([C:21]2[CH:26]=[CH:25][CH:24]=[CH:23][CH:22]=2)(O)[C:8]#[C:9][C@:10]2([O:18][CH3:19])[CH:15]3[CH2:16][CH2:17][N:12]([CH2:13][CH2:14]3)[CH2:11]2)[CH2:6][CH2:5][CH2:4][CH2:3][CH2:2]1.[SiH](CC)(CC)CC.B(F)(F)F.CCOCC. The catalyst is C(Cl)Cl. The product is [CH3:19][O:18][C@@:10]1([C:9]#[C:8][CH:7]([CH:21]2[CH2:26][CH2:25][CH2:24][CH2:23][CH2:22]2)[C:1]2[CH:6]=[CH:5][CH:4]=[CH:3][CH:2]=2)[CH:15]2[CH2:16][CH2:17][N:12]([CH2:13][CH2:14]2)[CH2:11]1. The yield is 0.970. (7) The reactants are [NH2:1][CH2:2][CH:3]([C:6]1[CH:11]=[CH:10][C:9]([NH:12][C:13]([C:15]2[N:16]([CH2:22][O:23][CH2:24][CH2:25][Si:26]([CH3:29])([CH3:28])[CH3:27])[CH:17]=[C:18]([C:20]#[N:21])[N:19]=2)=[O:14])=[C:8]([C:30]2[CH2:35][CH2:34][CH2:33][CH2:32][CH:31]=2)[CH:7]=1)[CH2:4][NH2:5].CS[C:38](SC)=[N:39][S:40]([CH3:43])(=[O:42])=[O:41]. The catalyst is ClCCCl. The product is [C:30]1([C:8]2[CH:7]=[C:6]([CH:3]3[CH2:2][NH:1][CH:38]([NH:39][S:40]([CH3:43])(=[O:42])=[O:41])[NH:5][CH2:4]3)[CH:11]=[CH:10][C:9]=2[NH:12][C:13]([C:15]2[N:16]([CH2:22][O:23][CH2:24][CH2:25][Si:26]([CH3:29])([CH3:27])[CH3:28])[CH:17]=[C:18]([C:20]#[N:21])[N:19]=2)=[O:14])[CH2:35][CH2:34][CH2:33][CH2:32][CH:31]=1. The yield is 0.390.